Dataset: NCI-60 drug combinations with 297,098 pairs across 59 cell lines. Task: Regression. Given two drug SMILES strings and cell line genomic features, predict the synergy score measuring deviation from expected non-interaction effect. (1) Synergy scores: CSS=39.9, Synergy_ZIP=-1.83, Synergy_Bliss=-4.21, Synergy_Loewe=-31.0, Synergy_HSA=-4.92. Cell line: MDA-MB-435. Drug 2: CN(CC1=CN=C2C(=N1)C(=NC(=N2)N)N)C3=CC=C(C=C3)C(=O)NC(CCC(=O)O)C(=O)O. Drug 1: CCCCC(=O)OCC(=O)C1(CC(C2=C(C1)C(=C3C(=C2O)C(=O)C4=C(C3=O)C=CC=C4OC)O)OC5CC(C(C(O5)C)O)NC(=O)C(F)(F)F)O. (2) Synergy scores: CSS=70.3, Synergy_ZIP=3.57, Synergy_Bliss=1.45, Synergy_Loewe=2.94, Synergy_HSA=5.67. Drug 2: CC1C(C(CC(O1)OC2CC(CC3=C2C(=C4C(=C3O)C(=O)C5=C(C4=O)C(=CC=C5)OC)O)(C(=O)CO)O)N)O.Cl. Cell line: 786-0. Drug 1: COC1=CC(=CC(=C1O)OC)C2C3C(COC3=O)C(C4=CC5=C(C=C24)OCO5)OC6C(C(C7C(O6)COC(O7)C8=CC=CS8)O)O.